Dataset: Forward reaction prediction with 1.9M reactions from USPTO patents (1976-2016). Task: Predict the product of the given reaction. (1) The product is: [O:9]1[C:10]2([CH2:16][CH2:15][CH2:14][N:13]([C:17]([O:19][C:20]([CH3:23])([CH3:22])[CH3:21])=[O:18])[CH2:12][CH2:11]2)[CH2:2]1. Given the reactants [I-].[CH3:2][S+](C)(C)=O.[H-].[Na+].[O:9]=[C:10]1[CH2:16][CH2:15][CH2:14][N:13]([C:17]([O:19][C:20]([CH3:23])([CH3:22])[CH3:21])=[O:18])[CH2:12][CH2:11]1.O, predict the reaction product. (2) Given the reactants P(CCCC)(CCCC)CCCC.[CH3:14][O:15][C:16]([C:18]1[CH:19]2[N:35]([C:36]([O:38][C:39]([CH3:42])([CH3:41])[CH3:40])=[O:37])[CH:22]([CH2:23][C:24]=1[C:25]1[CH:30]=[CH:29][C:28]([O:31][CH2:32][CH2:33][OH:34])=[CH:27][CH:26]=1)[CH2:21][CH2:20]2)=[O:17].[Cl:43][C:44]1[C:49](O)=[C:48]([Cl:51])[CH:47]=[C:46]([CH3:52])[CH:45]=1, predict the reaction product. The product is: [CH3:14][O:15][C:16]([C:18]1[CH:19]2[N:35]([C:36]([O:38][C:39]([CH3:42])([CH3:41])[CH3:40])=[O:37])[CH:22]([CH2:23][C:24]=1[C:25]1[CH:30]=[CH:29][C:28]([O:31][CH2:32][CH2:33][O:34][C:49]3[C:44]([Cl:43])=[CH:45][C:46]([CH3:52])=[CH:47][C:48]=3[Cl:51])=[CH:27][CH:26]=1)[CH2:21][CH2:20]2)=[O:17]. (3) Given the reactants [O:1]=[CH:2][C:3]1[CH:11]=[CH:10][C:7]([O:8][CH3:9])=[C:5]([OH:6])[CH:4]=1.[CH2:12](Cl)[C:13]1[CH:18]=[CH:17][CH:16]=[CH:15][CH:14]=1.C([O-])([O-])=O.[K+].[K+], predict the reaction product. The product is: [CH2:12]([O:6][C:5]1[CH:4]=[C:3]([CH:11]=[CH:10][C:7]=1[O:8][CH3:9])[CH:2]=[O:1])[C:13]1[CH:18]=[CH:17][CH:16]=[CH:15][CH:14]=1. (4) Given the reactants [NH2:1][NH:2][C:3]([C:5]1[C:14]2[C:9](=[CH:10][CH:11]=[CH:12][CH:13]=2)[CH:8]=[CH:7][N:6]=1)=[NH:4].[OH:15][C:16]1[CH:23]=[CH:22][CH:21]=[CH:20][C:17]=1[CH:18]=O, predict the reaction product. The product is: [C:5]1([C:3]2[N:4]=[C:18]([C:17]3[CH:20]=[CH:21][CH:22]=[CH:23][C:16]=3[OH:15])[NH:1][N:2]=2)[C:14]2[C:9](=[CH:10][CH:11]=[CH:12][CH:13]=2)[CH:8]=[CH:7][N:6]=1. (5) Given the reactants [F:1][C:2]([F:33])([F:32])[C:3]1[CH:4]=[C:5]([C:13]2([C:28]([F:31])([F:30])[F:29])[O:17][N:16]=[C:15]([C:18]3[CH:23]=[CH:22][C:21](F)=[C:20]([N+:25]([O-:27])=[O:26])[CH:19]=3)[CH2:14]2)[CH:6]=[C:7]([C:9]([F:12])([F:11])[F:10])[CH:8]=1.[NH:34]1[CH:38]=[N:37][N:36]=[N:35]1.C(=O)([O-])[O-].[K+].[K+].O, predict the reaction product. The product is: [F:33][C:2]([F:1])([F:32])[C:3]1[CH:4]=[C:5]([C:13]2([C:28]([F:29])([F:30])[F:31])[O:17][N:16]=[C:15]([C:18]3[CH:23]=[CH:22][C:21]([N:34]4[CH:38]=[N:37][NH:36][NH:35]4)=[C:20]([N+:25]([O-:27])=[O:26])[CH:19]=3)[CH2:14]2)[CH:6]=[C:7]([C:9]([F:10])([F:12])[F:11])[CH:8]=1.[F:33][C:2]([F:1])([F:32])[C:3]1[CH:4]=[C:5]([C:13]2([C:28]([F:29])([F:30])[F:31])[O:17][N:16]=[C:15]([C:18]3[CH:23]=[CH:22][C:21]([N:34]4[CH:38]=[N:37][N:36]=[N:35]4)=[C:20]([N+:25]([O-:27])=[O:26])[CH:19]=3)[CH2:14]2)[CH:6]=[C:7]([C:9]([F:10])([F:12])[F:11])[CH:8]=1. (6) Given the reactants [NH2:1][C:2]([NH:4][C:5]1[C:6]([C:26]([NH2:28])=[O:27])=[N:7][N:8]([C:10]2[CH:15]=[CH:14][C:13]([C:16]3[CH:21]=[CH:20][CH:19]=[C:18](/[CH:22]=[CH:23]/[C:24]#[N:25])[CH:17]=3)=[CH:12][CH:11]=2)[CH:9]=1)=[O:3].[BH4-].[Na+], predict the reaction product. The product is: [NH2:1][C:2]([NH:4][C:5]1[C:6]([C:26]([NH2:28])=[O:27])=[N:7][N:8]([C:10]2[CH:11]=[CH:12][C:13]([C:16]3[CH:21]=[CH:20][CH:19]=[C:18]([CH2:22][CH2:23][C:24]#[N:25])[CH:17]=3)=[CH:14][CH:15]=2)[CH:9]=1)=[O:3]. (7) The product is: [Cl:25][C:18]1[CH:19]=[C:20]([O:23][CH3:24])[CH:21]=[CH:22][C:17]=1[CH2:16][C:11]([C:8]1[CH:9]=[CH:10][C:5]2[O:4][C:3](=[O:14])[N:2]([CH3:1])[C:6]=2[CH:7]=1)=[O:12]. Given the reactants [CH3:1][N:2]1[C:6]2[CH:7]=[C:8]([C:11](Cl)=[O:12])[CH:9]=[CH:10][C:5]=2[O:4][C:3]1=[O:14].Br[CH2:16][C:17]1[CH:22]=[CH:21][C:20]([O:23][CH3:24])=[CH:19][C:18]=1[Cl:25].C([O-])(O)=O.[Na+], predict the reaction product. (8) The product is: [Cl:30][C:27]1[CH:28]=[CH:29][C:24]([O:23][C@@:17]2(/[C:40](/[C:39]([OH:46])=[O:45])=[CH:41]\[C:42]([OH:44])=[O:43])[C:16]([O:15][CH2:14][CH:10]3[CH2:11][CH2:12][CH2:13][NH:8][CH2:9]3)=[CH:21][CH:20]=[C:19]([CH3:22])[NH:18]2)=[C:25]([F:31])[CH:26]=1. Given the reactants C(OC([N:8]1[CH2:13][CH2:12][CH2:11][C@H:10]([CH2:14][O:15][C:16]2[C:17]([O:23][C:24]3[CH:29]=[CH:28][C:27]([Cl:30])=[CH:26][C:25]=3[F:31])=[N:18][C:19]([CH3:22])=[CH:20][CH:21]=2)[CH2:9]1)=O)(C)(C)C.FC(F)(F)C(O)=O.[C:39]([OH:46])(=[O:45])/[CH:40]=[CH:41]/[C:42]([OH:44])=[O:43], predict the reaction product. (9) Given the reactants [C:1]([C:3]1[CH:4]=[C:5]([N:9]([CH2:14][C:15]2[CH:20]=[CH:19][C:18](I)=[CH:17][CH:16]=2)[C:10](=[O:13])[CH2:11][CH3:12])[CH:6]=[CH:7][CH:8]=1)#[N:2].[NH:22]1[CH:26]=[C:25](B(O)O)[CH:24]=[N:23]1, predict the reaction product. The product is: [C:1]([C:3]1[CH:4]=[C:5]([N:9]([CH2:14][C:15]2[CH:20]=[CH:19][C:18]([C:25]3[CH:26]=[N:22][NH:23][CH:24]=3)=[CH:17][CH:16]=2)[C:10](=[O:13])[CH2:11][CH3:12])[CH:6]=[CH:7][CH:8]=1)#[N:2].